This data is from Full USPTO retrosynthesis dataset with 1.9M reactions from patents (1976-2016). The task is: Predict the reactants needed to synthesize the given product. (1) Given the product [Br:20][CH2:2][C:1]([C:4]1[CH:5]=[C:6]([C:16]([O:18][CH3:19])=[O:17])[N:7]([C:9]2[C:14]([Cl:15])=[CH:13][CH:12]=[CH:11][N:10]=2)[CH:8]=1)=[O:3], predict the reactants needed to synthesize it. The reactants are: [C:1]([C:4]1[CH:5]=[C:6]([C:16]([O:18][CH3:19])=[O:17])[N:7]([C:9]2[C:14]([Cl:15])=[CH:13][CH:12]=[CH:11][N:10]=2)[CH:8]=1)(=[O:3])[CH3:2].[Br:20]Br. (2) Given the product [NH:1]([C:41]([O:43][C:44]([CH3:45])([CH3:47])[CH3:46])=[O:42])[C@H:2]([C:18]([NH:20][C@H:21]([C:23]([NH:25][C@H:26]([C:37]([OH:39])=[O:38])[CH2:27][C:28]1[C:36]2[C:31](=[CH:32][CH:33]=[CH:34][CH:35]=2)[NH:30][CH:29]=1)=[O:24])[CH3:22])=[O:19])[CH2:3][C:4]1[CH:9]=[CH:8][C:7]([O:10][CH2:11][C:12]2[CH:13]=[CH:14][CH:15]=[CH:16][CH:17]=2)=[CH:6][CH:5]=1, predict the reactants needed to synthesize it. The reactants are: [NH:1]([C:41]([O:43][C:44]([CH3:47])([CH3:46])[CH3:45])=[O:42])[C@H:2]([C:18]([NH:20][C@H:21]([C:23]([NH:25][C@H:26]([C:37]([O:39]C)=[O:38])[CH2:27][C:28]1[C:36]2[C:31](=[CH:32][CH:33]=[CH:34][CH:35]=2)[NH:30][CH:29]=1)=[O:24])[CH3:22])=[O:19])[CH2:3][C:4]1[CH:9]=[CH:8][C:7]([O:10][CH2:11][C:12]2[CH:17]=[CH:16][CH:15]=[CH:14][CH:13]=2)=[CH:6][CH:5]=1.[Li+].[OH-].C1(NC2CCCCC2)CCCCC1.CCOCC. (3) Given the product [CH:31]1([NH:34][C:12](=[O:14])[C:11]2[CH:16]=[CH:17][C:18]([CH3:19])=[C:9]([N:4]3[CH:5]=[CH:6][N:7]=[C:2]([NH:29][CH2:28][C@H:27]([C:21]4[CH:26]=[CH:25][CH:24]=[CH:23][CH:22]=4)[CH3:30])[C:3]3=[O:20])[CH:10]=2)[CH2:33][CH2:32]1, predict the reactants needed to synthesize it. The reactants are: Br[C:2]1[C:3](=[O:20])[N:4]([C:9]2[CH:10]=[C:11]([CH:16]=[CH:17][C:18]=2[CH3:19])[C:12]([O:14]C)=O)[CH:5]=[C:6](Br)[N:7]=1.[C:21]1([C@H:27]([CH3:30])[CH2:28][NH2:29])[CH:26]=[CH:25][CH:24]=[CH:23][CH:22]=1.[CH:31]1([NH2:34])[CH2:33][CH2:32]1.C1([Mg]Br)CCCC1. (4) Given the product [NH2:4][CH:5]([CH2:9][C:10]1[CH:15]=[CH:14][C:13]([O:16][CH3:17])=[CH:12][C:11]=1[F:18])[C:6]([OH:8])=[O:7], predict the reactants needed to synthesize it. The reactants are: C([NH:4][CH:5]([CH2:9][C:10]1[CH:15]=[CH:14][C:13]([O:16][CH3:17])=[CH:12][C:11]=1[F:18])[C:6]([OH:8])=[O:7])(=O)C. (5) The reactants are: [Cl:1][C:2]1[C:37]([O:38][CH3:39])=[CH:36][C:35]([O:40][CH3:41])=[C:34]([Cl:42])[C:3]=1[CH2:4][O:5][C:6]1[CH:7]=[N:8][C:9]([NH:12][C:13]2[CH:18]=[CH:17][C:16]([CH:19]3[CH2:24][CH2:23][N:22](C(OC(C)(C)C)=O)[CH2:21][CH2:20]3)=[CH:15][C:14]=2[O:32][CH3:33])=[N:10][CH:11]=1.FC(F)(F)C(O)=O.[OH-].[Na+].C(=O)([O-])O.[Na+]. Given the product [Cl:42][C:34]1[C:35]([O:40][CH3:41])=[CH:36][C:37]([O:38][CH3:39])=[C:2]([Cl:1])[C:3]=1[CH2:4][O:5][C:6]1[CH:7]=[N:8][C:9]([NH:12][C:13]2[CH:18]=[CH:17][C:16]([CH:19]3[CH2:24][CH2:23][NH:22][CH2:21][CH2:20]3)=[CH:15][C:14]=2[O:32][CH3:33])=[N:10][CH:11]=1, predict the reactants needed to synthesize it. (6) Given the product [CH2:12]([O:11][CH2:10][CH2:9][O:8][C:5]1[N:6]=[CH:7][C:2]2[NH:1]/[C:38](=[N:37]\[C:35](=[O:36])[C:34]3[CH:40]=[CH:41][CH:42]=[C:32]([F:31])[CH:33]=3)/[N:19]([C@@H:20]3[CH2:25][CH2:24][C@H:23]([C:26]([O:28][CH2:29][CH3:30])=[O:27])[CH2:22][CH2:21]3)[C:3]=2[CH:4]=1)[C:13]1[CH:18]=[CH:17][CH:16]=[CH:15][CH:14]=1.[C:35](/[N:37]=[C:38]1/[N:19]([C@@H:20]2[CH2:21][CH2:22][C@H:23]([C:26]([O:28][CH3:29])=[O:27])[CH2:24][CH2:25]2)[C:3]2[CH:4]=[CH:5][N:6]=[CH:7][C:2]=2[NH:1]/1)(=[O:36])[C:34]1[CH:40]=[CH:41][CH:42]=[CH:32][CH:33]=1, predict the reactants needed to synthesize it. The reactants are: [NH2:1][C:2]1[C:3]([NH:19][C@@H:20]2[CH2:25][CH2:24][C@H:23]([C:26]([O:28][CH2:29][CH3:30])=[O:27])[CH2:22][CH2:21]2)=[CH:4][C:5]([O:8][CH2:9][CH2:10][O:11][CH2:12][C:13]2[CH:18]=[CH:17][CH:16]=[CH:15][CH:14]=2)=[N:6][CH:7]=1.[F:31][C:32]1[CH:33]=[C:34]([CH:40]=[CH:41][CH:42]=1)[C:35]([N:37]=[C:38]=S)=[O:36]. (7) Given the product [CH3:23][N:24]([CH3:43])[S:25]([N:28]1[C:32]2=[N:33][CH:34]=[CH:35][CH:36]=[C:31]2[C:30]([C:37]([C:2]2[CH:3]=[C:4]3[C:8](=[CH:9][CH:10]=2)[N:7]([C:11]2[CH:16]=[CH:15][C:14]([F:17])=[CH:13][CH:12]=2)[N:6]=[CH:5]3)([OH:42])[C:38]([F:39])([F:41])[F:40])=[CH:29]1)(=[O:26])=[O:27], predict the reactants needed to synthesize it. The reactants are: Br[C:2]1[CH:3]=[C:4]2[C:8](=[CH:9][CH:10]=1)[N:7]([C:11]1[CH:16]=[CH:15][C:14]([F:17])=[CH:13][CH:12]=1)[N:6]=[CH:5]2.[Li]CCCC.[CH3:23][N:24]([CH3:43])[S:25]([N:28]1[C:32]2=[N:33][CH:34]=[CH:35][CH:36]=[C:31]2[C:30]([C:37](=[O:42])[C:38]([F:41])([F:40])[F:39])=[CH:29]1)(=[O:27])=[O:26]. (8) Given the product [F:37][C:36]([F:39])([F:38])[S:33]([O:25][C:16]1[CH:17]=[C:18]([O:20][C:21]([F:23])([F:24])[F:22])[CH:19]=[C:14]([C:11]([C:4]2[CH:5]=[C:6]([N+:8]([O-:10])=[O:9])[CH:7]=[C:2]([Cl:1])[CH:3]=2)([CH3:12])[CH3:13])[CH:15]=1)(=[O:34])=[O:32], predict the reactants needed to synthesize it. The reactants are: [Cl:1][C:2]1[CH:3]=[C:4]([C:11]([C:14]2[CH:15]=[C:16]([OH:25])[CH:17]=[C:18]([O:20][C:21]([F:24])([F:23])[F:22])[CH:19]=2)([CH3:13])[CH3:12])[CH:5]=[C:6]([N+:8]([O-:10])=[O:9])[CH:7]=1.N1C=CC=CC=1.[O:32](S(C(F)(F)F)(=O)=O)[S:33]([C:36]([F:39])([F:38])[F:37])(=O)=[O:34]. (9) Given the product [C:15]([NH:14][C:12](=[O:13])[CH2:11][O:10][C:9]1[CH:19]=[CH:20][CH:21]=[C:7]([O:6][C:5]2[CH:22]=[CH:23][C:2]([NH:1][C:43]3[C:44]4[N:36]([CH2:35][CH2:34][OH:33])[CH:37]=[CH:38][C:39]=4[N:40]=[CH:41][N:42]=3)=[CH:3][C:4]=2[Cl:24])[CH:8]=1)([CH3:18])([CH3:17])[CH3:16], predict the reactants needed to synthesize it. The reactants are: [NH2:1][C:2]1[CH:23]=[CH:22][C:5]([O:6][C:7]2[CH:8]=[C:9]([CH:19]=[CH:20][CH:21]=2)[O:10][CH2:11][C:12]([NH:14][C:15]([CH3:18])([CH3:17])[CH3:16])=[O:13])=[C:4]([Cl:24])[CH:3]=1.C([O:33][CH2:34][CH2:35][N:36]1[C:44]2[C:43](Cl)=[N:42][CH:41]=[N:40][C:39]=2[CH:38]=[CH:37]1)(=O)C1C=CC=CC=1.C(O)(C)C.[OH-].[Na+]. (10) Given the product [ClH:35].[NH2:22][C@@H:18]1[CH2:19][CH2:20][CH2:21][N:16]([C:14]2[C:13]([O:30][CH2:31][CH2:32][O:33][CH3:34])=[CH:12][N:11]=[C:10]3[NH:9][CH:8]=[C:7]([NH:6][C:4]([CH:1]4[CH2:2][CH2:3]4)=[O:5])[C:15]=23)[CH2:17]1, predict the reactants needed to synthesize it. The reactants are: [CH:1]1([C:4]([NH:6][C:7]2[C:15]3[C:10](=[N:11][CH:12]=[C:13]([O:30][CH2:31][CH2:32][O:33][CH3:34])[C:14]=3[N:16]3[CH2:21][CH2:20][CH2:19][C@@H:18]([NH:22]C(=O)OC(C)(C)C)[CH2:17]3)[NH:9][CH:8]=2)=[O:5])[CH2:3][CH2:2]1.[ClH:35].